Dataset: Catalyst prediction with 721,799 reactions and 888 catalyst types from USPTO. Task: Predict which catalyst facilitates the given reaction. (1) Reactant: [H-].[Na+].[CH:3]1([S:6]([NH2:9])(=[O:8])=[O:7])[CH2:5][CH2:4]1.[C:10]([C:14]1[CH:19]=[CH:18][C:17]([C:20]2[CH:25]=[CH:24][CH:23]=[C:22]([CH:26]3[C:35]([CH3:37])([CH3:36])[CH2:34][C:33]4[C:32]([C:38](O)=[O:39])=[C:31]([F:41])[CH:30]=[CH:29][C:28]=4[NH:27]3)[CH:21]=2)=[CH:16][CH:15]=1)([CH3:13])([CH3:12])[CH3:11].C(N1C=CN=C1)(N1C=CN=C1)=O. Product: [C:10]([C:14]1[CH:15]=[CH:16][C:17]([C:20]2[CH:25]=[CH:24][CH:23]=[C:22]([CH:26]3[C:35]([CH3:37])([CH3:36])[CH2:34][C:33]4[C:32]([C:38]([NH:9][S:6]([CH:3]5[CH2:5][CH2:4]5)(=[O:8])=[O:7])=[O:39])=[C:31]([F:41])[CH:30]=[CH:29][C:28]=4[NH:27]3)[CH:21]=2)=[CH:18][CH:19]=1)([CH3:13])([CH3:11])[CH3:12]. The catalyst class is: 9. (2) Reactant: [F:1][C:2]1[CH:7]=[CH:6][C:5]([C:8]2[N:9]=[C:10]3[C:15]([O:16][CH:17]([CH3:19])[CH3:18])=[N:14][CH:13]=[CH:12][N:11]3[C:20]=2[C:21]2[CH:26]=[CH:25][N:24]=[C:23](S(C)(=O)=O)[N:22]=2)=[CH:4][CH:3]=1.[NH2:31][CH2:32][C:33]([CH3:37])([CH3:36])[CH2:34][OH:35]. Product: [F:1][C:2]1[CH:7]=[CH:6][C:5]([C:8]2[N:9]=[C:10]3[C:15]([O:16][CH:17]([CH3:19])[CH3:18])=[N:14][CH:13]=[CH:12][N:11]3[C:20]=2[C:21]2[CH:26]=[CH:25][N:24]=[C:23]([NH:31][CH2:32][C:33]([CH3:37])([CH3:36])[CH2:34][OH:35])[N:22]=2)=[CH:4][CH:3]=1. The catalyst class is: 10. (3) The catalyst class is: 2. Reactant: C(N(CC)C(C)C)(C)C.O[C@@H:11]1[CH2:15][CH2:14][O:13][C:12]1=[O:16].FC(F)(F)S(OS(C(F)(F)F)(=O)=O)(=O)=O.[Cl:32][C:33]1[C:41]([F:42])=[CH:40][CH:39]=[C:38]2[C:34]=1[CH2:35][CH2:36][NH:37]2. Product: [Cl:32][C:33]1[C:41]([F:42])=[CH:40][CH:39]=[C:38]2[C:34]=1[CH2:35][CH2:36][N:37]2[C@H:11]1[CH2:15][CH2:14][O:13][C:12]1=[O:16]. (4) Reactant: [CH2:1]([P:10](=[O:17])([O:14][CH2:15][CH3:16])[O:11][CH2:12][CH3:13])P(=O)(OCC)OCC.[H-].[Na+].[N:20]1[CH:25]=[CH:24][CH:23]=[CH:22][C:21]=1[CH:26]=O.O. Product: [N:20]1[CH:25]=[CH:24][CH:23]=[CH:22][C:21]=1/[CH:26]=[CH:1]/[P:10](=[O:17])([O:11][CH2:12][CH3:13])[O:14][CH2:15][CH3:16]. The catalyst class is: 7. (5) Product: [F:1][C:2]1[C:3]([CH:9]2[CH2:10][CH2:11][N:12]([CH3:15])[CH2:13][CH2:14]2)=[C:4]([NH2:8])[CH:5]=[N:6][CH:7]=1. Reactant: [F:1][C:2]1[C:3]([C:9]2[CH2:10][CH2:11][N:12]([CH3:15])[CH2:13][CH:14]=2)=[C:4]([NH2:8])[CH:5]=[N:6][CH:7]=1.CCO. The catalyst class is: 99.